Predict the reaction yield, written as a fraction of the theoretical maximum amount of product (1.0 means a 100% yield; for example, 0.34 means a 34% yield). From a dataset of Buchwald-Hartwig C-N cross coupling reaction yields with 55,370 reactions. (1) The product is Cc1ccc(Nc2cccnc2)cc1. No catalyst specified. The yield is 0.396. The reactants are Clc1cccnc1.Cc1ccc(N)cc1.O=S(=O)(O[Pd]1c2ccccc2-c2ccccc2N~1)C(F)(F)F.CC(C)c1cc(C(C)C)c(-c2ccccc2P(C(C)(C)C)C(C)(C)C)c(C(C)C)c1.CN1CCCN2CCCN=C12.Cc1ccno1. (2) The reactants are Brc1ccccn1.Cc1ccc(N)cc1.O=S(=O)(O[Pd]1c2ccccc2-c2ccccc2N~1)C(F)(F)F.COc1ccc(OC)c(P([C@]23C[C@H]4C[C@H](C[C@H](C4)C2)C3)[C@]23C[C@H]4C[C@H](C[C@H](C4)C2)C3)c1-c1c(C(C)C)cc(C(C)C)cc1C(C)C.CN1CCCN2CCCN=C12.COC(=O)c1cc(-c2cccs2)on1. No catalyst specified. The product is Cc1ccc(Nc2ccccn2)cc1. The yield is 0.574. (3) The reactants are Brc1cccnc1.Cc1ccc(N)cc1.O=S(=O)(O[Pd]1c2ccccc2-c2ccccc2N~1)C(F)(F)F.CC(C)c1cc(C(C)C)c(-c2ccccc2P(C2CCCCC2)C2CCCCC2)c(C(C)C)c1.CN1CCCN2CCCN=C12.COC(=O)c1ccno1. No catalyst specified. The product is Cc1ccc(Nc2cccnc2)cc1. The yield is 0.0989.